This data is from Full USPTO retrosynthesis dataset with 1.9M reactions from patents (1976-2016). The task is: Predict the reactants needed to synthesize the given product. The reactants are: [CH3:1][C@H:2]1[CH2:33][C:32]([CH3:34])=[CH:31][C@@H:30]([CH2:35][CH:36]=[CH2:37])[C:28](=[O:29])[CH2:27][C@H:26]([OH:38])[C@@H:25]([CH3:39])[C@@H:24](/[C:40](/[CH3:51])=[CH:41]/[C@H:42]2[CH2:47][C@@H:46]([O:48][CH3:49])[C@H:45]([OH:50])[CH2:44][CH2:43]2)[O:23][C:21](=[O:22])[C@H:20]2[N:15]([CH2:16][CH2:17][CH2:18][CH2:19]2)[C:13](=[O:14])[C:11](=[O:12])[C@:9]2([OH:52])[O:10][C@@H:5]([C@@H:6]([O:54][CH3:55])[CH2:7][C@H:8]2[CH3:53])[C@@H:4]([O:56][CH3:57])[CH2:3]1.N1C=CN=C1.[Si:63](Cl)([C:76]([CH3:79])([CH3:78])[CH3:77])([C:70]1[CH:75]=[CH:74][CH:73]=[CH:72][CH:71]=1)[C:64]1[CH:69]=[CH:68][CH:67]=[CH:66][CH:65]=1. Given the product [CH2:35]([CH:30]1[CH:31]=[C:32]([CH3:34])[CH2:33][CH:2]([CH3:1])[CH2:3][CH:4]([O:56][CH3:57])[CH:5]2[O:10][C:9]([OH:52])([CH:8]([CH3:53])[CH2:7][CH:6]2[O:54][CH3:55])[C:11](=[O:12])[C:13](=[O:14])[N:15]2[CH:20]([CH2:19][CH2:18][CH2:17][CH2:16]2)[C:21](=[O:22])[O:23][CH:24]([C:40]([CH3:51])=[CH:41][CH:42]2[CH2:43][CH2:44][CH:45]([O:50][Si:63]([C:76]([CH3:79])([CH3:78])[CH3:77])([C:70]3[CH:71]=[CH:72][CH:73]=[CH:74][CH:75]=3)[C:64]3[CH:69]=[CH:68][CH:67]=[CH:66][CH:65]=3)[CH:46]([O:48][CH3:49])[CH2:47]2)[CH:25]([CH3:39])[CH:26]([OH:38])[CH2:27][C:28]1=[O:29])[CH:36]=[CH2:37], predict the reactants needed to synthesize it.